Dataset: TCR-epitope binding with 47,182 pairs between 192 epitopes and 23,139 TCRs. Task: Binary Classification. Given a T-cell receptor sequence (or CDR3 region) and an epitope sequence, predict whether binding occurs between them. The epitope is KPLEFGATSAAL. The TCR CDR3 sequence is CASRKQGYTEAFF. Result: 1 (the TCR binds to the epitope).